From a dataset of Forward reaction prediction with 1.9M reactions from USPTO patents (1976-2016). Predict the product of the given reaction. (1) The product is: [CH3:27][C:2]1([CH3:1])[C:6]([CH3:7])([CH3:8])[O:5][B:4]([C:9]2[CH:10]=[CH:11][C:12]([CH2:13][O:14][C:15]3[CH:24]=[CH:23][CH:22]=[C:21]4[C:16]=3[N:37]=[CH:36][CH:35]=[CH:34]4)=[CH:25][CH:26]=2)[O:3]1. Given the reactants [CH3:1][C:2]1([CH3:27])[C:6]([CH3:8])([CH3:7])[O:5][B:4]([C:9]2[CH:26]=[CH:25][C:12]([CH2:13][O:14][C:15]3[CH:24]=[CH:23][CH:22]=[CH:21][C:16]=3C(OC)=O)=[CH:11][CH:10]=2)[O:3]1.OC1C=CC=C2C=1[N:37]=[CH:36][CH:35]=[CH:34]2.BrCC1C=CC(B2OC(C)(C)C(C)(C)O2)=CC=1.C([O-])([O-])=O.[K+].[K+], predict the reaction product. (2) Given the reactants [CH:1]1([N:6]2[CH2:11][CH2:10][N:9]([C:12]([C:14]3[CH:15]=[C:16]4[C:20](=[CH:21][CH:22]=3)[NH:19][C:18]([C:23]([N:25]3[CH2:30][CH2:29][S:28](=[O:32])(=[O:31])[CH2:27][CH2:26]3)=[O:24])=[CH:17]4)=[O:13])[CH2:8][CH2:7]2)[CH2:5][CH2:4][CH2:3][CH2:2]1.[F:33][C:34]([F:45])([F:44])[C:35]1[CH:40]=[CH:39][C:38](B(O)O)=[CH:37][CH:36]=1.N1C=CC=CC=1, predict the reaction product. The product is: [CH:1]1([N:6]2[CH2:7][CH2:8][N:9]([C:12]([C:14]3[CH:15]=[C:16]4[C:20](=[CH:21][CH:22]=3)[N:19]([C:38]3[CH:39]=[CH:40][C:35]([C:34]([F:45])([F:44])[F:33])=[CH:36][CH:37]=3)[C:18]([C:23]([N:25]3[CH2:30][CH2:29][S:28](=[O:31])(=[O:32])[CH2:27][CH2:26]3)=[O:24])=[CH:17]4)=[O:13])[CH2:10][CH2:11]2)[CH2:2][CH2:3][CH2:4][CH2:5]1. (3) Given the reactants C([O:3][C:4]([C:6]1([NH:21][C:22]([O:24][C:25]([CH3:28])([CH3:27])[CH3:26])=[O:23])[CH2:11][CH2:10][N:9]([C:12]2[C:13]3[CH:20]=[CH:19][NH:18][C:14]=3[N:15]=[CH:16][N:17]=2)[CH2:8][CH2:7]1)=[O:5])C.[OH-].[Na+], predict the reaction product. The product is: [C:25]([O:24][C:22]([NH:21][C:6]1([C:4]([OH:5])=[O:3])[CH2:7][CH2:8][N:9]([C:12]2[C:13]3[CH:20]=[CH:19][NH:18][C:14]=3[N:15]=[CH:16][N:17]=2)[CH2:10][CH2:11]1)=[O:23])([CH3:28])([CH3:26])[CH3:27].